Dataset: Reaction yield outcomes from USPTO patents with 853,638 reactions. Task: Predict the reaction yield, written as a fraction of the theoretical maximum amount of product (1.0 means a 100% yield; for example, 0.34 means a 34% yield). (1) The reactants are [F:1][C:2]([F:26])([F:25])[S:3][CH2:4][CH2:5][CH2:6][CH2:7][CH2:8][CH2:9][O:10][C:11]1[CH:16]=[C:15]([S:17][CH2:18][C:19]([F:22])([F:21])[F:20])[C:14]([CH3:23])=[CH:13][C:12]=1[CH3:24].ClC1C=CC=C(C(OO)=[O:35])C=1.S([O-])([O-])(=O)=S.[Na+].[Na+].CCCCCC. The catalyst is C(Cl)(Cl)Cl.C(OCC)(=O)C. The product is [F:26][C:2]([F:1])([F:25])[S:3][CH2:4][CH2:5][CH2:6][CH2:7][CH2:8][CH2:9][O:10][C:11]1[CH:16]=[C:15]([S:17]([CH2:18][C:19]([F:20])([F:21])[F:22])=[O:35])[C:14]([CH3:23])=[CH:13][C:12]=1[CH3:24]. The yield is 0.620. (2) The catalyst is O1CCCC1. The yield is 0.860. The reactants are [CH:1]1([C:4]([NH:6][C:7]2[CH:12]=[CH:11][CH:10]=[CH:9][C:8]=2[CH:13]2[C:22]([CH3:24])([CH3:23])[CH2:21][C:20]3[C:15](=[CH:16][CH:17]=[C:18]([C:25]([O:27]C)=[O:26])[CH:19]=3)[NH:14]2)=[O:5])[CH2:3][CH2:2]1.[OH-].[Na+]. The product is [CH:1]1([C:4]([NH:6][C:7]2[CH:12]=[CH:11][CH:10]=[CH:9][C:8]=2[CH:13]2[C:22]([CH3:24])([CH3:23])[CH2:21][C:20]3[C:15](=[CH:16][CH:17]=[C:18]([C:25]([OH:27])=[O:26])[CH:19]=3)[NH:14]2)=[O:5])[CH2:2][CH2:3]1.